From a dataset of Forward reaction prediction with 1.9M reactions from USPTO patents (1976-2016). Predict the product of the given reaction. (1) Given the reactants C[O:2][C:3](=[O:36])[C@H:4]([CH2:16][C:17]1[CH:22]=[CH:21][C:20]([C:23]2[C:24](=[O:35])[N:25]([CH3:34])[C:26]([C:30]([F:33])([F:32])[F:31])=[CH:27][C:28]=2[CH3:29])=[CH:19][CH:18]=1)[NH:5][C:6]([C:8]1[C:13]([Cl:14])=[CH:12][CH:11]=[CH:10][C:9]=1[Cl:15])=[O:7], predict the reaction product. The product is: [Cl:15][C:9]1[CH:10]=[CH:11][CH:12]=[C:13]([Cl:14])[C:8]=1[C:6]([NH:5][C@H:4]([C:3]([OH:36])=[O:2])[CH2:16][C:17]1[CH:18]=[CH:19][C:20]([C:23]2[C:24](=[O:35])[N:25]([CH3:34])[C:26]([C:30]([F:32])([F:33])[F:31])=[CH:27][C:28]=2[CH3:29])=[CH:21][CH:22]=1)=[O:7]. (2) Given the reactants CN(C(ON1N=NC2C=CC=NC1=2)=[N+](C)C)C.F[P-](F)(F)(F)(F)F.[O:25]=[C:26](/[CH:32]=[CH:33]/[CH3:34])[CH2:27][CH2:28][C:29]([OH:31])=O.[CH3:35][NH:36][C:37]([NH:39][C:40]1[CH:45]=[CH:44][C:43]([C:46]2[N:51]=[C:50]3[N:52]([CH:55]4[CH2:60][CH2:59][NH:58][CH2:57][CH2:56]4)[N:53]=[CH:54][C:49]3=[C:48]([N:61]3[CH2:66][CH2:65][O:64][CH2:63][CH2:62]3)[N:47]=2)=[CH:42][CH:41]=1)=[O:38], predict the reaction product. The product is: [CH3:35][NH:36][C:37]([NH:39][C:40]1[CH:41]=[CH:42][C:43]([C:46]2[N:51]=[C:50]3[N:52]([CH:55]4[CH2:60][CH2:59][N:58]([C:29](=[O:31])[CH2:28][CH2:27][C:26](=[O:25])/[CH:32]=[CH:33]/[CH3:34])[CH2:57][CH2:56]4)[N:53]=[CH:54][C:49]3=[C:48]([N:61]3[CH2:66][CH2:65][O:64][CH2:63][CH2:62]3)[N:47]=2)=[CH:44][CH:45]=1)=[O:38]. (3) The product is: [CH2:3]([C:6]1[C:7]([Cl:13])=[N:8][CH:9]=[N:10][C:11]=1[CH2:12][Br:1])[CH2:4][CH3:5]. Given the reactants [Br:1]Br.[CH2:3]([C:6]1[C:7]([Cl:13])=[N:8][CH:9]=[N:10][C:11]=1[CH3:12])[CH2:4][CH3:5], predict the reaction product. (4) Given the reactants [F:1]C1C=CC(COC2CN(C(C3C=CC=CC=3)C3C=CC=CC=3)C2)=CC=1.Cl[C:28]1[CH:45]=[CH:44][C:31]([CH2:32][O:33][CH:34]2[CH2:37][N:36]([C:38]([NH:40][CH2:41][CH:42]=[CH2:43])=[O:39])[CH2:35]2)=[CH:30][CH:29]=1, predict the reaction product. The product is: [F:1][C:28]1[CH:45]=[CH:44][C:31]([CH2:32][O:33][CH:34]2[CH2:37][N:36]([C:38]([NH:40][CH2:41][CH:42]=[CH2:43])=[O:39])[CH2:35]2)=[CH:30][CH:29]=1. (5) Given the reactants CC(C)([O-])C.[Na+].C(P(C(C)(C)C)C1C=CC=CC=1C1C(C(C)C)=CC(C(C)C)=CC=1C(C)C)(C)(C)C.COC1C=C(OC)C=CC=1C[NH2:48].Br[C:50]1[N:51]=[C:52]([C@:55]23[CH2:64][O:63][C@@H:62]([CH3:65])[CH2:61][C@H:60]2[CH2:59][S:58][C:57]([NH:66][C:67](=[O:74])[C:68]2[CH:73]=[CH:72][CH:71]=[CH:70][CH:69]=2)=[N:56]3)[S:53][CH:54]=1.Cl, predict the reaction product. The product is: [NH2:48][C:50]1[N:51]=[C:52]([C@:55]23[CH2:64][O:63][C@@H:62]([CH3:65])[CH2:61][C@H:60]2[CH2:59][S:58][C:57]([NH:66][C:67](=[O:74])[C:68]2[CH:73]=[CH:72][CH:71]=[CH:70][CH:69]=2)=[N:56]3)[S:53][CH:54]=1. (6) Given the reactants [NH2:1][C:2]1[CH:7]=[C:6]([O:8][C:9]2[CH:14]=[CH:13][C:12]([NH:15][C:16]([C:18]3[C:22](=[O:23])[N:21]([C:24]4[CH:29]=[CH:28][CH:27]=[CH:26][CH:25]=4)[N:20]4[CH2:30][CH2:31][CH2:32][C:19]=34)=[O:17])=[CH:11][CH:10]=2)[CH:5]=[CH:4][N:3]=1.N1C=CC=CC=1.[CH:39]1([C:42](Cl)=[O:43])[CH2:41][CH2:40]1, predict the reaction product. The product is: [CH:39]1([C:42]([NH:1][C:2]2[CH:7]=[C:6]([O:8][C:9]3[CH:14]=[CH:13][C:12]([NH:15][C:16]([C:18]4[C:22](=[O:23])[N:21]([C:24]5[CH:25]=[CH:26][CH:27]=[CH:28][CH:29]=5)[N:20]5[CH2:30][CH2:31][CH2:32][C:19]=45)=[O:17])=[CH:11][CH:10]=3)[CH:5]=[CH:4][N:3]=2)=[O:43])[CH2:41][CH2:40]1.